From a dataset of Drug-target binding data from BindingDB using IC50 measurements. Regression. Given a target protein amino acid sequence and a drug SMILES string, predict the binding affinity score between them. We predict pIC50 (pIC50 = -log10(IC50 in M); higher means more potent). Dataset: bindingdb_ic50. (1) The small molecule is O=C(O)c1ccc(-n2cncn2)cc1. The target protein sequence is MAHHHHHHSRAWRHPQFGGHHHHHHALEVLFQGPLGSMEDFVRQCFNPMIVELAEKAMKEYGEDPKIETNKFAAICTHLEVCFMYSDFHFIDERGESIIVESGDPNALLKHRFEIIEGRDRIMAWTVVNSICNTTGVEKPKFLPDLYDYKENRFIEIGVTRREVHIYYLEKANKIKSEKTHIHIFSFTGEEMATKADYTLDEESRARIKTRLFTIRQEMASRSLWDSFRQSERGEETVEER. The pIC50 is 3.0. (2) The small molecule is c1ccc(-c2c[nH]c(-c3ccccc3)n2)cc1. The target protein (O88420) has sequence MAARLLAPPGPDSFKPFTPESLANIERRIAESKLKKPPKADGSHREDDEDSKPKPNSDLEAGKSLPFIYGDIPQGLVAVPLEDFDPYYLTQKTFVVLNRGKTLFRFSATPALYILSPFNLIRRIAIKILIHSVFSMIIMCTILTNCVFMTFSNPPEWSKNVEYTFTGIYTFESLVKIIARGFCIDGFTFLRDPWNWLDFSVIMMAYVTEFVDLGNVSALRTFRVLRALKTISVIPGLKTIVGALIQSVKKLSDVMILTVFCLSVFALIGLQLFMGNLRNKCVVWPINFNESYLENGTRGFDWEEYINNKTNFYMVPGMLEPLLCGNSSDAGQCPEGFQCMKAGRNPNYGYTSFDTFSWAFLALFRLMTQDYWENLYQLTLRAAGKTYMIFFVLVIFVGSFYLVNLILAVVAMAYEEQNQATLEEAEQKEAEFKAMLEQLKKQQEEAQAAAMATSAGTVSEDAIEEEGEDGVGSPRSSSELSKLSSKSAKERRNRRKKRKQ.... The pIC50 is 4.5. (3) The small molecule is O=C(O)c1ccc(-c2ccc(-c3cnn(C(=O)N4CCCC[C@@H]4c4ccccc4)n3)cc2)cc1. The target protein (Q5VWZ2) has sequence MAAASGSVLQRCIVSPAGRHSASLIFLHGSGDSGQGLRMWIKQVLNQDLTFQHIKIIYPTAPPRSYTPMKGGISNVWFDRFKITNDCPEHLESIDVMCQVLTDLIDEEVKSGIKKNRILIGGFSMGGCMAIHLAYRNHQDVAGVFALSSFLNKASAVYQALQKSNGVLPELFQCHGTADELVLHSWAEETNSMLKSLGVTTKFHSFPNVYHELSKTELDILKLWILTKLPGEMEKQK. The pIC50 is 7.2.